The task is: Predict the reaction yield, written as a fraction of the theoretical maximum amount of product (1.0 means a 100% yield; for example, 0.34 means a 34% yield).. This data is from Reaction yield outcomes from USPTO patents with 853,638 reactions. (1) The reactants are [CH2:1]([O:8][N:9]1[C:15](=[O:16])[N:14]2[CH2:17][C@H:10]1[CH2:11][CH2:12][C@H:13]2[C:18]([O:20]CC=C)=[O:19])[C:2]1[CH:7]=[CH:6][CH:5]=[CH:4][CH:3]=1.C(C(CCCC)C([O-])=O)C.[Na+].C1(N)CCCCC1. The catalyst is ClCCl.C(OCC)(=O)C.C1C=CC([P]([Pd]([P](C2C=CC=CC=2)(C2C=CC=CC=2)C2C=CC=CC=2)([P](C2C=CC=CC=2)(C2C=CC=CC=2)C2C=CC=CC=2)[P](C2C=CC=CC=2)(C2C=CC=CC=2)C2C=CC=CC=2)(C2C=CC=CC=2)C2C=CC=CC=2)=CC=1. The product is [CH2:1]([O:8][N:9]1[C:15](=[O:16])[N:14]2[CH2:17][C@H:10]1[CH2:11][CH2:12][C@H:13]2[C:18]([OH:20])=[O:19])[C:2]1[CH:7]=[CH:6][CH:5]=[CH:4][CH:3]=1. The yield is 0.750. (2) The reactants are [NH2:1][C:2]1[CH:3]=[C:4]([CH:8]=[C:9](Br)[CH:10]=1)[C:5]([OH:7])=[O:6].[C:12]1(B(O)O)[CH:17]=[CH:16][CH:15]=[CH:14][CH:13]=1.C(=O)([O-])[O-].[K+].[K+].Cl. The catalyst is O1CCOCC1.O.C1C=CC([P]([Pd]([P](C2C=CC=CC=2)(C2C=CC=CC=2)C2C=CC=CC=2)([P](C2C=CC=CC=2)(C2C=CC=CC=2)C2C=CC=CC=2)[P](C2C=CC=CC=2)(C2C=CC=CC=2)C2C=CC=CC=2)(C2C=CC=CC=2)C2C=CC=CC=2)=CC=1. The product is [NH2:1][C:2]1[CH:3]=[C:4]([C:5]([OH:7])=[O:6])[CH:8]=[C:9]([C:12]2[CH:17]=[CH:16][CH:15]=[CH:14][CH:13]=2)[CH:10]=1. The yield is 0.523.